This data is from NCI-60 drug combinations with 297,098 pairs across 59 cell lines. The task is: Regression. Given two drug SMILES strings and cell line genomic features, predict the synergy score measuring deviation from expected non-interaction effect. (1) Drug 1: CC1=C(C=C(C=C1)C(=O)NC2=CC(=CC(=C2)C(F)(F)F)N3C=C(N=C3)C)NC4=NC=CC(=N4)C5=CN=CC=C5. Drug 2: CCN(CC)CCCC(C)NC1=C2C=C(C=CC2=NC3=C1C=CC(=C3)Cl)OC. Cell line: SNB-19. Synergy scores: CSS=25.9, Synergy_ZIP=-3.09, Synergy_Bliss=-0.551, Synergy_Loewe=-12.5, Synergy_HSA=-6.94. (2) Drug 1: C1=CC(=CC=C1CC(C(=O)O)N)N(CCCl)CCCl.Cl. Drug 2: C1C(C(OC1N2C=NC3=C2NC=NCC3O)CO)O. Cell line: SF-295. Synergy scores: CSS=2.20, Synergy_ZIP=-4.48, Synergy_Bliss=-4.38, Synergy_Loewe=-9.86, Synergy_HSA=-3.78. (3) Synergy scores: CSS=10.1, Synergy_ZIP=1.03, Synergy_Bliss=8.24, Synergy_Loewe=7.54, Synergy_HSA=7.90. Drug 1: CC1=C(C=C(C=C1)NC2=NC=CC(=N2)N(C)C3=CC4=NN(C(=C4C=C3)C)C)S(=O)(=O)N.Cl. Cell line: OVCAR-8. Drug 2: C1CN(P(=O)(OC1)NCCCl)CCCl. (4) Drug 1: C(CC(=O)O)C(=O)CN.Cl. Drug 2: C(CN)CNCCSP(=O)(O)O. Cell line: MCF7. Synergy scores: CSS=-4.59, Synergy_ZIP=2.75, Synergy_Bliss=5.48, Synergy_Loewe=-4.57, Synergy_HSA=-4.14. (5) Drug 1: C1CC(=O)NC(=O)C1N2CC3=C(C2=O)C=CC=C3N. Drug 2: CCN(CC)CCNC(=O)C1=C(NC(=C1C)C=C2C3=C(C=CC(=C3)F)NC2=O)C. Cell line: SF-268. Synergy scores: CSS=4.56, Synergy_ZIP=2.50, Synergy_Bliss=2.72, Synergy_Loewe=-1.80, Synergy_HSA=-2.86. (6) Drug 1: C1=NC2=C(N=C(N=C2N1C3C(C(C(O3)CO)O)F)Cl)N. Drug 2: CCC1(CC2CC(C3=C(CCN(C2)C1)C4=CC=CC=C4N3)(C5=C(C=C6C(=C5)C78CCN9C7C(C=CC9)(C(C(C8N6C)(C(=O)OC)O)OC(=O)C)CC)OC)C(=O)OC)O.OS(=O)(=O)O. Cell line: NCI-H226. Synergy scores: CSS=3.88, Synergy_ZIP=0.652, Synergy_Bliss=3.89, Synergy_Loewe=2.39, Synergy_HSA=3.08. (7) Synergy scores: CSS=-5.86, Synergy_ZIP=6.67, Synergy_Bliss=0.786, Synergy_Loewe=-4.96, Synergy_HSA=-4.34. Drug 1: CC12CCC(CC1=CCC3C2CCC4(C3CC=C4C5=CN=CC=C5)C)O. Drug 2: CS(=O)(=O)CCNCC1=CC=C(O1)C2=CC3=C(C=C2)N=CN=C3NC4=CC(=C(C=C4)OCC5=CC(=CC=C5)F)Cl. Cell line: HS 578T. (8) Drug 1: CC1=C2C(C(=O)C3(C(CC4C(C3C(C(C2(C)C)(CC1OC(=O)C(C(C5=CC=CC=C5)NC(=O)C6=CC=CC=C6)O)O)OC(=O)C7=CC=CC=C7)(CO4)OC(=O)C)O)C)OC(=O)C. Drug 2: C1=CC=C(C(=C1)C(C2=CC=C(C=C2)Cl)C(Cl)Cl)Cl. Cell line: SK-MEL-5. Synergy scores: CSS=7.52, Synergy_ZIP=-5.20, Synergy_Bliss=-4.55, Synergy_Loewe=-0.714, Synergy_HSA=-0.0758.